Predict the reaction yield, written as a fraction of the theoretical maximum amount of product (1.0 means a 100% yield; for example, 0.34 means a 34% yield). From a dataset of Reaction yield outcomes from USPTO patents with 853,638 reactions. (1) The reactants are [OH:1][C:2]1[CH:7]=[C:6]([CH3:8])[CH:5]=[CH:4][N:3]=1.I[CH3:10]. The catalyst is C(Cl)(Cl)Cl.C(=O)([O-])[O-].[Ag+2]. The product is [CH3:10][O:1][C:2]1[CH:7]=[C:6]([CH3:8])[CH:5]=[CH:4][N:3]=1. The yield is 0.710. (2) The reactants are [N:1]1[C:6]2[NH:7][CH:8]=[CH:9][C:5]=2[C:4]([C:10]2[CH:11]=[N:12][N:13]([C:15]3([CH2:24][C:25]#[N:26])[CH2:18][N:17]([S:19]([CH2:22][CH3:23])(=[O:21])=[O:20])[CH2:16]3)[CH:14]=2)=[N:3][CH:2]=1.[P:27](=[O:31])([OH:30])([OH:29])[OH:28]. The catalyst is C(#N)C.C(O)C. The product is [P:27]([OH:31])([OH:30])([OH:29])=[O:28].[N:1]1[C:6]2[NH:7][CH:8]=[CH:9][C:5]=2[C:4]([C:10]2[CH:11]=[N:12][N:13]([C:15]3([CH2:24][C:25]#[N:26])[CH2:16][N:17]([S:19]([CH2:22][CH3:23])(=[O:20])=[O:21])[CH2:18]3)[CH:14]=2)=[N:3][CH:2]=1. The yield is 0.898.